This data is from Full USPTO retrosynthesis dataset with 1.9M reactions from patents (1976-2016). The task is: Predict the reactants needed to synthesize the given product. (1) Given the product [CH3:1][O:2][C:3]1[CH:4]=[C:5]2[C:10](=[CH:11][C:12]=1[O:13][CH3:14])[N:9]=[CH:8][CH:7]=[C:6]2[O:15][C:16]1[CH:22]=[CH:21][C:19]([NH:20][C:24](=[O:26])[O:47][CH:43]([CH2:42][CH2:41][N:38]2[CH2:39][CH2:40][O:35][CH2:36][CH2:37]2)[CH2:44][CH2:45][CH3:46])=[CH:18][CH:17]=1, predict the reactants needed to synthesize it. The reactants are: [CH3:1][O:2][C:3]1[CH:4]=[C:5]2[C:10](=[CH:11][C:12]=1[O:13][CH3:14])[N:9]=[CH:8][CH:7]=[C:6]2[O:15][C:16]1[CH:22]=[CH:21][C:19]([NH2:20])=[CH:18][CH:17]=1.Cl[C:24](Cl)([O:26]C(=O)OC(Cl)(Cl)Cl)Cl.[O:35]1[CH2:40][CH2:39][N:38]([CH2:41][CH2:42][CH:43]([OH:47])[CH2:44][CH2:45][CH3:46])[CH2:37][CH2:36]1.C(=O)(O)[O-].[Na+]. (2) Given the product [CH3:29][N:27]1[CH:28]=[C:24]([C:20]2[C:18]3[N:19]=[C:14]([O:4][C@H:3]([C:5]4[CH:10]=[CH:9][CH:8]=[CH:7][CH:6]=4)[C:2]([F:11])([F:12])[F:1])[N:15]=[C:16]([OH:30])[C:17]=3[CH:23]=[CH:22][N:21]=2)[N:25]=[CH:26]1, predict the reactants needed to synthesize it. The reactants are: [F:1][C:2]([F:12])([F:11])[C@@H:3]([C:5]1[CH:10]=[CH:9][CH:8]=[CH:7][CH:6]=1)[OH:4].Cl[C:14]1[N:15]=[C:16]([OH:30])[C:17]2[CH:23]=[CH:22][N:21]=[C:20]([C:24]3[N:25]=[CH:26][N:27]([CH3:29])[CH:28]=3)[C:18]=2[N:19]=1. (3) Given the product [C:1]([O:5][C:6](=[O:19])[NH:7][C@H:8]([C:9](=[O:12])[NH:10][C@@H:11]([CH:26]1[CH2:25][CH2:67][CH2:66][CH2:65][CH2:63]1)[C:37](=[O:41])[NH:35][CH3:34])[C:13]([CH3:14])([CH3:18])[CH3:27])([CH3:2])([CH3:3])[CH3:4], predict the reactants needed to synthesize it. The reactants are: [C:1]([O:5][C:6](=[O:19])[NH:7][C@@H:8]([CH:13]1[CH2:18]CCC[CH2:14]1)[C:9](=[O:12])[NH:10][CH3:11])([CH3:4])([CH3:3])[CH3:2].C([SiH]([CH2:25][CH3:26])CC)C.[C:27](O)(C(F)(F)F)=O.[CH3:34][N:35]([C:37]([O:41]N1N=NC2C=CC=NC1=2)=[N+](C)C)C.F[P-](F)(F)(F)(F)F.C(O[C:63]([C@@H:65]1C[C@@H](O)[CH2:67][C@H:66]1C(=O)N[C@:65]1(C(OCC)=O)[CH2:63][C@H:66]1[CH:67]=C)=O)(C)(C)C. (4) Given the product [CH3:36][N:35]1[C:31]([C:28]2[CH:29]=[N:30][C:9]3[C:8]4[CH:7]=[CH:6][C:5]([C:2]([OH:1])([CH3:4])[CH3:3])=[CH:13][C:12]=4[N:11]([C@@H:14]([CH:15]4[CH2:16][CH2:17][O:18][CH2:19][CH2:20]4)[C:21]4[CH:22]=[CH:23][CH:24]=[CH:25][CH:26]=4)[C:10]=3[CH:27]=2)=[C:32]([NH:37][CH3:38])[N:33]=[N:34]1, predict the reactants needed to synthesize it. The reactants are: [OH:1][C:2]([C:5]1[CH:6]=[CH:7][C:8]2[C:9]3[N:30]=[CH:29][C:28]([C:31]4[N:35]([CH3:36])[N:34]=[N:33][C:32]=4[NH:37][C:38](=O)OC(C)(C)C)=[CH:27][C:10]=3[N:11]([C@H:14]([C:21]3[CH:26]=[CH:25][CH:24]=[CH:23][CH:22]=3)[CH:15]3[CH2:20][CH2:19][O:18][CH2:17][CH2:16]3)[C:12]=2[CH:13]=1)([CH3:4])[CH3:3].[H-].[Na+].IC. (5) Given the product [Br:1][C:2]1[CH:9]=[CH:8][C:5]([CH:6]([OH:7])[C:15]([F:18])([F:17])[F:16])=[C:4]([F:10])[CH:3]=1, predict the reactants needed to synthesize it. The reactants are: [Br:1][C:2]1[CH:9]=[CH:8][C:5]([CH:6]=[O:7])=[C:4]([F:10])[CH:3]=1.C[Si]([C:15]([F:18])([F:17])[F:16])(C)C.[F-].C([N+](CCCC)(CCCC)CCCC)CCC.